From a dataset of Catalyst prediction with 721,799 reactions and 888 catalyst types from USPTO. Predict which catalyst facilitates the given reaction. (1) Reactant: [C:1]([C:3]1[CH:8]=[C:7]([C:9]([F:12])([F:11])[F:10])[CH:6]=[CH:5][C:4]=1[N:13]1[CH:18]([CH3:19])[CH2:17][O:16][C:15]2[CH:20]=[C:21]([S:24]([N:27](CC3C=CC(OC)=CC=3)[C:28]3[S:29][CH:30]=[CH:31][N:32]=3)(=[O:26])=[O:25])[CH:22]=[CH:23][C:14]1=2)#[N:2].C(O)(C(F)(F)F)=O.C([O-])(O)=O.[Na+]. Product: [C:1]([C:3]1[CH:8]=[C:7]([C:9]([F:10])([F:11])[F:12])[CH:6]=[CH:5][C:4]=1[N:13]1[CH:18]([CH3:19])[CH2:17][O:16][C:15]2[CH:20]=[C:21]([S:24]([NH:27][C:28]3[S:29][CH:30]=[CH:31][N:32]=3)(=[O:25])=[O:26])[CH:22]=[CH:23][C:14]1=2)#[N:2]. The catalyst class is: 4. (2) Reactant: [Br:1][C:2]1[N:6]=[C:5]([NH:7][CH2:8][CH:9]2[CH2:11][CH2:10]2)[N:4]([CH3:12])[N:3]=1.[CH3:13][C:14]([CH3:17])([O-])[CH3:15].[Na+].BrCC1CC1. Product: [Br:1][C:2]1[N:6]=[C:5]([N:7]([CH2:13][CH:14]2[CH2:17][CH2:15]2)[CH2:8][CH:9]2[CH2:10][CH2:11]2)[N:4]([CH3:12])[N:3]=1. The catalyst class is: 18. (3) Reactant: [CH3:1][O:2][CH:3]1[CH2:8][CH2:7][CH2:6][CH2:5][CH:4]1[N:9]1[C:18]2[C:13](=[CH:14][C:15]([S:19](OC3C(F)=C(F)C(F)=C(F)C=3F)(=[O:21])=[O:20])=[CH:16][CH:17]=2)[CH:12]=[CH:11][C:10]1=[O:34].[NH2:35][C:36]1[S:40][N:39]=[CH:38][N:37]=1. Product: [CH3:1][O:2][C@H:3]1[CH2:8][CH2:7][CH2:6][CH2:5][C@@H:4]1[N:9]1[C:18]2[C:13](=[CH:14][C:15]([S:19]([NH:35][C:36]3[S:40][N:39]=[CH:38][N:37]=3)(=[O:21])=[O:20])=[CH:16][CH:17]=2)[CH:12]=[CH:11][C:10]1=[O:34]. The catalyst class is: 25. (4) Reactant: C(N(C(C)C)CC)(C)C.Cl[C:11]([O:13][CH2:14][CH:15]=[CH2:16])=[O:12].Cl.[NH2:18][CH:19]([C:26]1[CH:31]=[CH:30][CH:29]=[C:28]([N+:32]([O-:34])=[O:33])[CH:27]=1)[CH2:20][C:21]([O:23][CH2:24][CH3:25])=[O:22].Cl. Product: [CH2:14]([O:13][C:11]([NH:18][CH:19]([C:26]1[CH:31]=[CH:30][CH:29]=[C:28]([N+:32]([O-:34])=[O:33])[CH:27]=1)[CH2:20][C:21]([O:23][CH2:24][CH3:25])=[O:22])=[O:12])[CH:15]=[CH2:16]. The catalyst class is: 2. (5) Reactant: [CH3:1][C:2]([C:5]1[CH:9]=[C:8]([C:10](Cl)=[O:11])[N:7]([CH2:13][CH3:14])[N:6]=1)([CH3:4])[CH3:3].[NH2:15][C:16]1[N:21]=[C:20]([C:22]([O:24][CH3:25])=[O:23])[CH:19]=[CH:18][CH:17]=1.C(N(CC)CC)C. Product: [CH3:1][C:2]([C:5]1[CH:9]=[C:8]([C:10]([NH:15][C:16]2[N:21]=[C:20]([C:22]([O:24][CH3:25])=[O:23])[CH:19]=[CH:18][CH:17]=2)=[O:11])[N:7]([CH2:13][CH3:14])[N:6]=1)([CH3:4])[CH3:3]. The catalyst class is: 154. (6) Reactant: [F:1][C:2]([F:22])([F:21])[O:3][C:4]1[CH:5]=[C:6]([C:10]2[C:11]3[O:18][C:17]([CH:19]=O)=[CH:16][C:12]=3[CH:13]=[N:14][CH:15]=2)[CH:7]=[CH:8][CH:9]=1.[CH3:23][C:24]1[CH2:28][C:27](=[O:29])[NH:26][N:25]=1.NCCC(O)=O. Product: [CH3:23][C:24]1=[N:25][NH:26][C:27](=[O:29])/[C:28]/1=[CH:19]/[C:17]1[O:18][C:11]2[C:10]([C:6]3[CH:7]=[CH:8][CH:9]=[C:4]([O:3][C:2]([F:1])([F:21])[F:22])[CH:5]=3)=[CH:15][N:14]=[CH:13][C:12]=2[CH:16]=1. The catalyst class is: 15. (7) Reactant: C([O:5][C:6]([C:8]1[O:9][C:10]2[CH:17]=[CH:16][CH:15]=[C:14]([C:18]3[CH:23]=[CH:22][CH:21]=[CH:20][CH:19]=3)[C:11]=2[C:12]=1[CH3:13])=[O:7])(C)(C)C. Product: [CH3:13][C:12]1[C:11]2[C:14]([C:18]3[CH:23]=[CH:22][CH:21]=[CH:20][CH:19]=3)=[CH:15][CH:16]=[CH:17][C:10]=2[O:9][C:8]=1[C:6]([OH:7])=[O:5]. The catalyst class is: 631.